The task is: Predict the product of the given reaction.. This data is from Forward reaction prediction with 1.9M reactions from USPTO patents (1976-2016). (1) Given the reactants Cl[C:2]1[CH:7]=[C:6]([N:8]2[C:17]3[C:12](=[CH:13][C:14]([S:18]([NH:21][C:22]4[CH:26]=[CH:25][O:24][N:23]=4)(=[O:20])=[O:19])=[CH:15][CH:16]=3)[CH:11]=[CH:10][C:9]2=[O:27])[C:5]([O:28][CH3:29])=[CH:4][N:3]=1.[Cl:30][C:31]1[CH:32]=[C:33](B(O)O)[CH:34]=[C:35]([F:37])[CH:36]=1.C(=O)([O-])[O-].[Cs+].[Cs+], predict the reaction product. The product is: [Cl:30][C:31]1[CH:32]=[C:33]([C:2]2[CH:7]=[C:6]([N:8]3[C:17]4[C:12](=[CH:13][C:14]([S:18]([NH:21][C:22]5[CH:26]=[CH:25][O:24][N:23]=5)(=[O:19])=[O:20])=[CH:15][CH:16]=4)[CH:11]=[CH:10][C:9]3=[O:27])[C:5]([O:28][CH3:29])=[CH:4][N:3]=2)[CH:34]=[C:35]([F:37])[CH:36]=1. (2) Given the reactants [F:1][C:2]([F:17])([F:16])[C:3]1[CH:4]=[C:5]([N:13]=[C:14]=[O:15])[CH:6]=[C:7]([C:9]([F:12])([F:11])[F:10])[CH:8]=1.[CH3:18][C:19]1[CH:24]=[CH:23][CH:22]=[C:21]([CH3:25])[C:20]=1[NH:26][C:27](=[O:48])[CH2:28][N:29]1[CH2:34][CH2:33][N:32]([C@@H:35]2[CH2:40][CH2:39][NH:38][C@@H:37]([CH2:41][C:42]3[CH:47]=[CH:46][CH:45]=[CH:44][CH:43]=3)[CH2:36]2)[CH2:31][CH2:30]1, predict the reaction product. The product is: [F:1][C:2]([F:16])([F:17])[C:3]1[CH:4]=[C:5]([NH:13][C:14]([N:38]2[CH2:39][CH2:40][C@@H:35]([N:32]3[CH2:33][CH2:34][N:29]([CH2:28][C:27]([NH:26][C:20]4[C:21]([CH3:25])=[CH:22][CH:23]=[CH:24][C:19]=4[CH3:18])=[O:48])[CH2:30][CH2:31]3)[CH2:36][C@@H:37]2[CH2:41][C:42]2[CH:43]=[CH:44][CH:45]=[CH:46][CH:47]=2)=[O:15])[CH:6]=[C:7]([C:9]([F:12])([F:10])[F:11])[CH:8]=1. (3) The product is: [Si:7]([O:14][C@@H:15]1[C@H:19]([CH2:20][O:21][Si:22]([C:25]([CH3:28])([CH3:27])[CH3:26])([CH3:24])[CH3:23])[CH2:18][C@@H:17]([O:29][C:30]2[CH:35]=[CH:34][N:33]=[C:32]([NH:37][C@@H:38]3[C:46]4[C:41](=[CH:42][CH:43]=[CH:44][CH:45]=4)[CH2:40][CH2:39]3)[CH:31]=2)[CH2:16]1)([C:10]([CH3:13])([CH3:12])[CH3:11])([CH3:9])[CH3:8]. Given the reactants CC(C)([O-])C.[K+].[Si:7]([O:14][C@@H:15]1[C@H:19]([CH2:20][O:21][Si:22]([C:25]([CH3:28])([CH3:27])[CH3:26])([CH3:24])[CH3:23])[CH2:18][C@@H:17]([O:29][C:30]2[CH:35]=[CH:34][N:33]=[C:32](Cl)[CH:31]=2)[CH2:16]1)([C:10]([CH3:13])([CH3:12])[CH3:11])([CH3:9])[CH3:8].[NH2:37][C@@H:38]1[C:46]2[C:41](=[CH:42][CH:43]=[CH:44][CH:45]=2)[CH2:40][CH2:39]1, predict the reaction product. (4) Given the reactants [Cl:1][C:2]1[CH:9]=[CH:8][C:5]([C:6]#N)=[CH:4][C:3]=1[CH3:10].[CH:11]([Mg]Br)([CH3:13])[CH3:12].Cl.CC[O:19]CC, predict the reaction product. The product is: [Cl:1][C:2]1[CH:9]=[CH:8][C:5]([C:6](=[O:19])[CH:11]([CH3:13])[CH3:12])=[CH:4][C:3]=1[CH3:10]. (5) Given the reactants [F:1][C:2]1[CH:7]=[CH:6][C:5]([CH:8]2[CH2:12][CH2:11][N:10]([CH2:13][C:14]([OH:16])=O)[C:9]2=[O:17])=[CH:4][CH:3]=1.FC1C=CC([C:25]2([C:36]3[CH:41]=[CH:40][C:39]([F:42])=[CH:38][CH:37]=3)CCC[N:27]([CH2:31]C(O)=O)[C:26]2=O)=CC=1.FC1C=C2C(CCNC2)=CC=1.C1(C2(C3C=CC=CC=3)CCNC2)C=CC=CC=1, predict the reaction product. The product is: [F:42][C:39]1[CH:38]=[C:37]2[C:36]([CH2:25][CH2:26][N:27]([C:14](=[O:16])[CH2:13][N:10]3[CH2:11][CH2:12][CH:8]([C:5]4[CH:4]=[CH:3][C:2]([F:1])=[CH:7][CH:6]=4)[C:9]3=[O:17])[CH2:31]2)=[CH:41][CH:40]=1.